Dataset: Forward reaction prediction with 1.9M reactions from USPTO patents (1976-2016). Task: Predict the product of the given reaction. Given the reactants O=[C:2]1[C:11]2[CH:10]=[C:9]([C:12]([O:14][CH3:15])=[O:13])[CH:8]=[CH:7][C:6]=2[CH2:5][CH2:4][CH2:3]1.Cl.[NH2:17][OH:18].C([O-])(=O)C.[Na+], predict the reaction product. The product is: [OH:18]/[N:17]=[C:2]1\[CH2:3][CH2:4][CH2:5][C:6]2[CH:7]=[CH:8][C:9]([C:12]([O:14][CH3:15])=[O:13])=[CH:10][C:11]\1=2.